Predict the reaction yield, written as a fraction of the theoretical maximum amount of product (1.0 means a 100% yield; for example, 0.34 means a 34% yield). From a dataset of Reaction yield outcomes from USPTO patents with 853,638 reactions. (1) The reactants are [CH2:1]([O:3][C:4]1[C:13]2[C:8](=[CH:9][CH:10]=[CH:11][CH:12]=2)[C:7]([O:14][CH2:15][CH3:16])=[C:6]([C:17]([O-:19])=[O:18])[C:5]=1[C:20]([O:22]CC)=[O:21])[CH3:2].[OH-].[Na+]. The catalyst is C(O)C.O. The product is [CH2:15]([O:14][C:7]1[C:8]2[C:13](=[CH:12][CH:11]=[CH:10][CH:9]=2)[C:4]([O:3][CH2:1][CH3:2])=[C:5]([C:20]([OH:22])=[O:21])[C:6]=1[C:17]([OH:19])=[O:18])[CH3:16]. The yield is 0.920. (2) The reactants are [N+:1]([C:4]1[CH:9]=[CH:8][CH:7]=[CH:6][C:5]=1[CH2:10][C:11]([O:13][CH3:14])=[O:12])([O-])=O. The catalyst is [Pd].CO. The product is [NH2:1][C:4]1[CH:9]=[CH:8][CH:7]=[CH:6][C:5]=1[CH2:10][C:11]([O:13][CH3:14])=[O:12]. The yield is 0.970. (3) The reactants are [CH2:1]([N:4]1[C:12]2[C:7](=[CH:8][CH:9]=[C:10]([C:13]([O:15][CH3:16])=[O:14])[CH:11]=2)[C:6]([CH:17]2[CH2:22][CH2:21][CH2:20][CH2:19][CH2:18]2)=[C:5]1[C:23]1[CH:28]=[CH:27][C:26]([O:29][CH3:30])=[CH:25][C:24]=1[CH2:31][O:32][Si](C(C)C)(C(C)C)C(C)C)[CH:2]=[CH2:3].[F-].C([N+](CCCC)(CCCC)CCCC)CCC. The catalyst is C1COCC1. The product is [CH2:1]([N:4]1[C:12]2[C:7](=[CH:8][CH:9]=[C:10]([C:13]([O:15][CH3:16])=[O:14])[CH:11]=2)[C:6]([CH:17]2[CH2:22][CH2:21][CH2:20][CH2:19][CH2:18]2)=[C:5]1[C:23]1[CH:28]=[CH:27][C:26]([O:29][CH3:30])=[CH:25][C:24]=1[CH2:31][OH:32])[CH:2]=[CH2:3]. The yield is 0.880.